Dataset: Forward reaction prediction with 1.9M reactions from USPTO patents (1976-2016). Task: Predict the product of the given reaction. Given the reactants [Cl:1][C:2]1[C:27]([OH:28])=[CH:26][C:5]2[C:6]([C:9]3[C:10]([CH2:23][CH2:24][CH3:25])=[N:11][CH:12]=[CH:13][C:14]=3OC3C=CC(Cl)=CC=3)=[N:7][O:8][C:4]=2[CH:3]=1.Br[CH2:30][C:31]([O:33]C)=[O:32].[C:35](=[O:38])([O-])[O-].[Cs+].[Cs+], predict the reaction product. The product is: [Cl:1][C:2]1[C:27]([O:28][CH2:30][C:31]([OH:33])=[O:32])=[CH:26][C:5]2[C:6]([C:9]3[C:10]([CH2:23][CH2:24][CH3:25])=[N:11][C:12]([O:38][C:35]4[CH:26]=[CH:27][C:2]([Cl:1])=[CH:3][CH:4]=4)=[CH:13][CH:14]=3)=[N:7][O:8][C:4]=2[CH:3]=1.